The task is: Predict which catalyst facilitates the given reaction.. This data is from Catalyst prediction with 721,799 reactions and 888 catalyst types from USPTO. (1) The catalyst class is: 21. Reactant: [CH3:1][O:2][C:3]([C@@H:5]([N:13]1[CH2:21][C:17]2[CH:18]=[CH:19][S:20][C:16]=2[CH2:15][CH2:14]1)[C:6]1[CH:7]=[CH:8][CH:9]=[CH:10][C:11]=1[Cl:12])=[O:4].[C:22]1([CH3:32])[CH:27]=[CH:26][C:25]([S:28]([OH:31])(=[O:30])=[O:29])=[CH:24][CH:23]=1. Product: [CH3:1][O:2][C:3]([C@@H:5]([N:13]1[CH2:21][C:17]2[CH:18]=[CH:19][S:20][C:16]=2[CH2:15][CH2:14]1)[C:6]1[CH:7]=[CH:8][CH:9]=[CH:10][C:11]=1[Cl:12])=[O:4].[S:28]([C:25]1[CH:26]=[CH:27][C:22]([CH3:32])=[CH:23][CH:24]=1)([O-:31])(=[O:30])=[O:29]. (2) The catalyst class is: 9. Reactant: [N:1]1[CH:6]=[CH:5][CH:4]=[CH:3][CH:2]=1.Cl.CN(C)CCCN=C=NCC.N1(C2N=C(CC(=O)N3[C:41]4[C:36](=[CH:37][CH:38]=[CH:39][CH:40]=4)[C:35]4([CH2:43][CH2:42]4)C3)NC(=O)C=2)CCOCC1.[N:46]1([C:52]2[N:53]=[C:54]([CH2:59][C:60]([O-:62])=O)[NH:55][C:56](=[O:58])[CH:57]=2)[CH2:51][CH2:50][O:49][CH2:48][CH2:47]1.[Na+]. Product: [N:46]1([C:52]2[N:53]=[C:54]([CH2:59][C:60](=[O:62])[N:1]3[C:3]4[C:4](=[C:35]([C:36]5[CH:41]=[CH:40][CH:39]=[CH:38][CH:37]=5)[CH:42]=[CH:43][CH:2]=4)[CH2:5][CH2:6]3)[NH:55][C:56](=[O:58])[CH:57]=2)[CH2:47][CH2:48][O:49][CH2:50][CH2:51]1. (3) Reactant: [Br:1][C:2]1[CH:3]=[C:4]([CH:21]=[CH:22][CH:23]=1)[CH2:5][N:6]([CH3:20])[CH2:7][CH:8]([C:10]1[CH:19]=[CH:18][C:17]2[C:12](=[CH:13][CH:14]=[CH:15][CH:16]=2)[CH:11]=1)O.S(=O)(=O)(O)O. Product: [Br:1][C:2]1[CH:3]=[C:4]2[C:21]([CH:8]([C:10]3[CH:19]=[CH:18][C:17]4[C:12](=[CH:13][CH:14]=[CH:15][CH:16]=4)[CH:11]=3)[CH2:7][N:6]([CH3:20])[CH2:5]2)=[CH:22][CH:23]=1. The catalyst class is: 2. (4) Reactant: FC(F)(F)S(O[C:7]1[CH:16]=[CH:15][C:14]2[CH2:13][CH2:12][CH:11]([NH:17][C:18]([O:20][CH2:21][CH3:22])=[O:19])[CH:10]([CH2:23][C:24]3[CH:29]=[CH:28][C:27]([Cl:30])=[C:26]([Cl:31])[CH:25]=3)[C:9]=2[CH:8]=1)(=O)=O.[CH3:34][N:35](C)C=O. Product: [CH2:21]([O:20][C:18](=[O:19])[NH:17][CH:11]1[CH2:12][CH2:13][C:14]2[C:9](=[CH:8][C:7]([C:34]#[N:35])=[CH:16][CH:15]=2)[CH:10]1[CH2:23][C:24]1[CH:29]=[CH:28][C:27]([Cl:30])=[C:26]([Cl:31])[CH:25]=1)[CH3:22]. The catalyst class is: 507. (5) Reactant: [NH2:1][C:2]1[NH:6][N:5]=[C:4]([OH:7])[C:3]=1[C:8]1[CH:9]=[N:10][CH:11]=[CH:12][CH:13]=1.[O:14]1[C:18]2[CH:19]=[CH:20][C:21]([C:23](=O)[CH2:24][C:25](OCC)=[O:26])=[CH:22][C:17]=2[O:16][CH2:15]1. Product: [O:14]1[C:18]2[CH:19]=[CH:20][C:21]([C:23]3[NH:1][C:2]4[N:6]([N:5]=[C:4]([OH:7])[C:3]=4[C:8]4[CH:9]=[N:10][CH:11]=[CH:12][CH:13]=4)[C:25](=[O:26])[CH:24]=3)=[CH:22][C:17]=2[O:16][CH2:15]1. The catalyst class is: 15. (6) Reactant: [H-].[Al+3].[Li+].[H-].[H-].[H-].C[O:8][C:9]([CH:11]1[CH2:16][CH2:15][CH:14]([CH2:17][C:18]2[CH:23]=[CH:22][CH:21]=[CH:20][C:19]=2[F:24])[CH2:13][CH2:12]1)=O. Product: [F:24][C:19]1[CH:20]=[CH:21][CH:22]=[CH:23][C:18]=1[CH2:17][CH:14]1[CH2:13][CH2:12][CH:11]([CH2:9][OH:8])[CH2:16][CH2:15]1. The catalyst class is: 7. (7) Reactant: [CH3:1][O:2][C:3](=[O:23])[CH:4]=[CH:5][C:6]1[CH:11]=[CH:10][C:9]([C:12]2[C:21]3[C:16](=[CH:17][CH:18]=[CH:19][CH:20]=3)[CH2:15][CH2:14][C:13]=2Br)=[CH:8][CH:7]=1.[C:24]1(B(O)O)[CH:29]=[CH:28][CH:27]=[CH:26][CH:25]=1. Product: [CH3:1][O:2][C:3](=[O:23])[CH:4]=[CH:5][C:6]1[CH:11]=[CH:10][C:9]([C:12]2[C:21]3[C:16](=[CH:17][CH:18]=[CH:19][CH:20]=3)[CH2:15][CH2:14][C:13]=2[C:24]2[CH:29]=[CH:28][CH:27]=[CH:26][CH:25]=2)=[CH:8][CH:7]=1. The catalyst class is: 23.